From a dataset of Full USPTO retrosynthesis dataset with 1.9M reactions from patents (1976-2016). Predict the reactants needed to synthesize the given product. (1) Given the product [Cl:1][C:2]1[C:7]([CH3:8])=[C:6]([O:11][CH3:10])[N:5]=[CH:4][N:3]=1, predict the reactants needed to synthesize it. The reactants are: [Cl:1][C:2]1[C:7]([CH3:8])=[C:6](Cl)[N:5]=[CH:4][N:3]=1.[CH3:10][O-:11].[Na+]. (2) Given the product [Br:20][CH2:17]/[CH:16]=[CH:15]/[C:3]1[S:4][C:5]2[CH:10]=[CH:9][C:8]([C:11]([F:14])([F:13])[F:12])=[CH:7][C:6]=2[C:2]=1[CH3:1], predict the reactants needed to synthesize it. The reactants are: [CH3:1][C:2]1[C:6]2[CH:7]=[C:8]([C:11]([F:14])([F:13])[F:12])[CH:9]=[CH:10][C:5]=2[S:4][C:3]=1/[CH:15]=[CH:16]/[CH2:17]O.C(Br)(Br)(Br)[Br:20].C1(P(C2C=CC=CC=2)C2C=CC=CC=2)C=CC=CC=1.